The task is: Predict the reactants needed to synthesize the given product.. This data is from Full USPTO retrosynthesis dataset with 1.9M reactions from patents (1976-2016). (1) Given the product [C:36]([O:35][C:33]([N:32]=[C:31]([NH:40][C:41]([O:43][C:44]([CH3:46])([CH3:45])[CH3:47])=[O:42])[NH:30][C:26]1[CH:25]=[C:24]([CH:4]([O:5][P:6]([C@@H:9]([NH:13][S:14]([CH2:17][C:18]2[CH:23]=[CH:22][CH:21]=[CH:20][CH:19]=2)(=[O:15])=[O:16])[CH:10]([CH3:12])[CH3:11])([OH:8])=[O:7])[C:3]([OH:48])=[O:2])[CH:29]=[CH:28][CH:27]=1)=[O:34])([CH3:37])([CH3:38])[CH3:39], predict the reactants needed to synthesize it. The reactants are: C[O:2][C:3](=[O:48])[CH:4]([C:24]1[CH:29]=[CH:28][CH:27]=[C:26]([NH:30][C:31]([NH:40][C:41]([O:43][C:44]([CH3:47])([CH3:46])[CH3:45])=[O:42])=[N:32][C:33]([O:35][C:36]([CH3:39])([CH3:38])[CH3:37])=[O:34])[CH:25]=1)[O:5][P:6]([C@@H:9]([NH:13][S:14]([CH2:17][C:18]1[CH:23]=[CH:22][CH:21]=[CH:20][CH:19]=1)(=[O:16])=[O:15])[CH:10]([CH3:12])[CH3:11])([OH:8])=[O:7].[Li+].[OH-].Cl. (2) Given the product [N:1]1([C:8]([CH3:12])([CH3:11])[CH:9]([NH2:10])[C:13]2[CH:18]=[CH:17][CH:16]=[CH:15][CH:14]=2)[CH2:7][CH2:6][CH2:5][CH2:4][CH2:3][CH2:2]1, predict the reactants needed to synthesize it. The reactants are: [N:1]1([C:8]([CH3:12])([CH3:11])[C:9]#[N:10])[CH2:7][CH2:6][CH2:5][CH2:4][CH2:3][CH2:2]1.[C:13]1([Li])[CH:18]=[CH:17][CH:16]=[CH:15][CH:14]=1.[BH4-].[Na+].CC(N1CCCC1)(C)C(N)C1C=CC=CC=1. (3) Given the product [OH:8][N:9]([CH2:12][CH:13]([C:14]([N:21]1[CH2:25][CH2:24][CH2:23][CH:22]1[C:26]1[O:27][CH:28]=[CH:29][N:30]=1)=[O:16])[CH2:17][CH2:18][CH2:19][CH3:20])[CH:10]=[O:11], predict the reactants needed to synthesize it. The reactants are: C([O:8][N:9]([CH2:12][CH:13]([CH2:17][CH2:18][CH2:19][CH3:20])[C:14]([OH:16])=O)[CH:10]=[O:11])C1C=CC=CC=1.[NH:21]1[CH2:25][CH2:24][CH2:23][C@H:22]1[C:26]1[O:27][CH:28]=[CH:29][N:30]=1. (4) Given the product [CH3:1][N:2]1[CH2:3][CH2:4][N:5]([C:8]2[CH:13]=[CH:12][C:11]([NH2:14])=[CH:10][CH:9]=2)[CH2:6][CH2:7]1, predict the reactants needed to synthesize it. The reactants are: [CH3:1][N:2]1[CH2:7][CH2:6][N:5]([C:8]2[CH:13]=[CH:12][C:11]([N+:14]([O-])=O)=[CH:10][CH:9]=2)[CH2:4][CH2:3]1.O.O.[Sn](Cl)Cl. (5) The reactants are: C([O:8][CH2:9][CH2:10][C:11]1[NH:15][N:14]=[C:13]([CH2:16][CH3:17])[C:12]=1[O:18][C:19]1[CH:20]=[C:21]([CH:24]=[C:25]([F:27])[CH:26]=1)[C:22]#[N:23])C1C=CC=CC=1. Given the product [CH2:16]([C:13]1[C:12]([O:18][C:19]2[CH:20]=[C:21]([CH:24]=[C:25]([F:27])[CH:26]=2)[C:22]#[N:23])=[C:11]([CH2:10][CH2:9][OH:8])[NH:15][N:14]=1)[CH3:17], predict the reactants needed to synthesize it.